Dataset: Forward reaction prediction with 1.9M reactions from USPTO patents (1976-2016). Task: Predict the product of the given reaction. (1) Given the reactants Br[C:2]1[CH:3]=[C:4]([O:8][S:9]([N:12]2[CH2:17][CH2:16][N:15]([CH3:18])[CH2:14][CH2:13]2)(=[O:11])=[O:10])[CH:5]=[N:6][CH:7]=1.[CH3:19][N:20]1[C:28]2[C:23](=[CH:24][CH:25]=[CH:26][CH:27]=2)[CH:22]=[C:21]1B(O)O, predict the reaction product. The product is: [CH3:19][N:20]1[C:28]2[C:23](=[CH:24][CH:25]=[CH:26][CH:27]=2)[CH:22]=[C:21]1[C:2]1[CH:3]=[C:4]([O:8][S:9]([N:12]2[CH2:17][CH2:16][N:15]([CH3:18])[CH2:14][CH2:13]2)(=[O:11])=[O:10])[CH:5]=[N:6][CH:7]=1. (2) Given the reactants O.NN.[CH:4]([O:17][C:18](=[O:50])[CH:19]([O:38][N:39]1C(=O)C2C(=CC=CC=2)C1=O)[CH2:20][O:21][C:22]1[CH:27]=[CH:26][C:25]([C:28]([NH:30][C:31]([O:33][C:34]([CH3:37])([CH3:36])[CH3:35])=[O:32])=[NH:29])=[CH:24][CH:23]=1)([C:11]1[CH:16]=[CH:15][CH:14]=[CH:13][CH:12]=1)[C:5]1[CH:10]=[CH:9][CH:8]=[CH:7][CH:6]=1, predict the reaction product. The product is: [NH2:39][O:38][CH:19]([CH2:20][O:21][C:22]1[CH:23]=[CH:24][C:25]([C:28](=[NH:29])[NH:30][C:31]([O:33][C:34]([CH3:36])([CH3:35])[CH3:37])=[O:32])=[CH:26][CH:27]=1)[C:18]([O:17][CH:4]([C:11]1[CH:16]=[CH:15][CH:14]=[CH:13][CH:12]=1)[C:5]1[CH:6]=[CH:7][CH:8]=[CH:9][CH:10]=1)=[O:50]. (3) The product is: [O:29]=[C:25]([C:16]1[CH:17]=[C:18]([C:21]([F:22])([F:23])[F:24])[CH:19]=[CH:20][C:15]=1[CH2:14][N:11]1[CH2:10][CH2:9][NH:8][CH2:13][CH2:12]1)[C:26]([OH:28])=[O:27]. Given the reactants C(OC([N:8]1[CH2:13][CH2:12][N:11]([CH2:14][C:15]2[CH:20]=[CH:19][C:18]([C:21]([F:24])([F:23])[F:22])=[CH:17][C:16]=2[C:25](=[O:29])[C:26]([OH:28])=[O:27])[CH2:10][CH2:9]1)=O)(C)(C)C.FC(F)(F)C(O)=O, predict the reaction product. (4) Given the reactants N(C(OCC)=O)=NC(OCC)=O.[OH:13][C:14]1[CH:23]=[C:22]2[C:17]([C:18](=[O:32])[N:19]([CH2:24][O:25][C:26](=[O:31])[C:27]([CH3:30])([CH3:29])[CH3:28])[CH:20]=[N:21]2)=[CH:16][C:15]=1[O:33][CH3:34].[N:35]1([CH2:40][CH2:41]O)[CH:39]=[CH:38][N:37]=[CH:36]1.C1(P(C2C=CC=CC=2)C2C=CC=CC=2)C=CC=CC=1, predict the reaction product. The product is: [N:35]1([CH2:40][CH2:41][O:13][C:14]2[CH:23]=[C:22]3[C:17]([C:18](=[O:32])[N:19]([CH2:24][O:25][C:26](=[O:31])[C:27]([CH3:28])([CH3:29])[CH3:30])[CH:20]=[N:21]3)=[CH:16][C:15]=2[O:33][CH3:34])[CH:39]=[CH:38][N:37]=[CH:36]1. (5) Given the reactants [CH3:1][C:2]1([CH3:19])[CH2:6][C:5]2[CH:7]=[C:8]([C:13]3[CH:18]=[CH:17][CH:16]=[CH:15][CH:14]=3)[CH:9]=[C:10]([CH:11]=[O:12])[C:4]=2[O:3]1.[BH4-].[Na+], predict the reaction product. The product is: [CH3:1][C:2]1([CH3:19])[CH2:6][C:5]2[CH:7]=[C:8]([C:13]3[CH:18]=[CH:17][CH:16]=[CH:15][CH:14]=3)[CH:9]=[C:10]([CH2:11][OH:12])[C:4]=2[O:3]1. (6) Given the reactants [Br:1][C:2]1[CH:3]=[C:4]([CH:20]=[CH:21][CH:22]=1)[CH2:5][N:6]1[C:14]2[C:13](=[O:15])[N:12]([CH3:16])[C:11](=[O:17])[N:10]([CH3:18])[C:9]=2[N:8]=[C:7]1S.[Cl:23][C:24]1[CH:25]=[C:26]([OH:30])[CH:27]=[CH:28][CH:29]=1.C(=O)([O-])[O-].[K+].[K+], predict the reaction product. The product is: [Br:1][C:2]1[CH:3]=[C:4]([CH:20]=[CH:21][CH:22]=1)[CH2:5][N:6]1[C:14]2[C:13](=[O:15])[N:12]([CH3:16])[C:11](=[O:17])[N:10]([CH3:18])[C:9]=2[N:8]=[C:7]1[O:30][C:26]1[CH:27]=[CH:28][CH:29]=[C:24]([Cl:23])[CH:25]=1.